From a dataset of Full USPTO retrosynthesis dataset with 1.9M reactions from patents (1976-2016). Predict the reactants needed to synthesize the given product. (1) Given the product [Br:1][C:2]1[N:7]=[C:6]([C:8](=[O:11])[NH:9][CH3:10])[C:5]([NH:12][C:13]2[C:18]([C:19]([F:22])([F:20])[F:21])=[CH:17][N:16]=[C:15]([NH:23][C:24]3[CH:35]=[CH:34][C:27]([CH2:28][CH2:29][CH2:30][PH:31](=[O:32])[O:33][CH2:53][CH2:52][CH2:51][N:49]4[CH:50]=[C:46]([B:41]5[O:42][C:43]([CH3:45])([CH3:44])[C:39]([CH3:38])([CH3:55])[O:40]5)[CH:47]=[N:48]4)=[CH:26][C:25]=3[O:36][CH3:37])[N:14]=2)=[CH:4][CH:3]=1, predict the reactants needed to synthesize it. The reactants are: [Br:1][C:2]1[N:7]=[C:6]([C:8](=[O:11])[NH:9][CH3:10])[C:5]([NH:12][C:13]2[C:18]([C:19]([F:22])([F:21])[F:20])=[CH:17][N:16]=[C:15]([NH:23][C:24]3[CH:35]=[CH:34][C:27]([CH2:28][CH2:29][CH2:30][PH:31](=[O:33])[OH:32])=[CH:26][C:25]=3[O:36][CH3:37])[N:14]=2)=[CH:4][CH:3]=1.[CH3:38][C:39]1([CH3:55])[C:43]([CH3:45])([CH3:44])[O:42][B:41]([C:46]2[CH:47]=[N:48][N:49]([CH2:51][CH2:52][CH2:53]O)[CH:50]=2)[O:40]1. (2) Given the product [OH:1][C:2]1[CH:7]=[C:6]([CH3:8])[C:5]([CH3:9])=[CH:4][C:3]=1[C:10](=[O:19])[CH2:11][CH2:12][C:13]1[CH:18]=[CH:17][CH:16]=[CH:15][N:14]=1, predict the reactants needed to synthesize it. The reactants are: [OH:1][C:2]1[CH:7]=[C:6]([CH3:8])[C:5]([CH3:9])=[CH:4][C:3]=1[C:10](=[O:19])/[CH:11]=[CH:12]/[C:13]1[CH:18]=[CH:17][CH:16]=[CH:15][N:14]=1. (3) Given the product [CH2:2]([N:5]1[C@H:10]([CH3:11])[CH2:9][N:8]([C@H:12]([C:20]2[CH:21]=[CH:22][C:23]([C:24]([N:26]([CH2:27][CH3:28])[CH2:29][CH3:30])=[O:25])=[CH:31][CH:32]=2)[C:13]2[CH:18]=[CH:17][CH:16]=[C:15]([O:19][S:48]([C:51]([F:54])([F:53])[F:52])(=[O:50])=[O:49])[CH:14]=2)[C@@H:7]([CH3:33])[CH2:6]1)[CH:3]=[CH2:4], predict the reactants needed to synthesize it. The reactants are: Cl.[CH2:2]([N:5]1[C@H:10]([CH3:11])[CH2:9][N:8]([C@H:12]([C:20]2[CH:32]=[CH:31][C:23]([C:24]([N:26]([CH2:29][CH3:30])[CH2:27][CH3:28])=[O:25])=[CH:22][CH:21]=2)[C:13]2[CH:18]=[CH:17][CH:16]=[C:15]([OH:19])[CH:14]=2)[C@@H:7]([CH3:33])[CH2:6]1)[CH:3]=[CH2:4].C(N(CC)CC)C.C1C=CC(N([S:48]([C:51]([F:54])([F:53])[F:52])(=[O:50])=[O:49])[S:48]([C:51]([F:54])([F:53])[F:52])(=[O:50])=[O:49])=CC=1. (4) Given the product [C:16]([C:2]1[C:3]([CH:13]([CH3:15])[CH3:14])=[CH:4][C:5]([CH3:12])=[C:6]([CH:11]=1)[C:7]([O:9][CH3:10])=[O:8])#[N:17], predict the reactants needed to synthesize it. The reactants are: I[C:2]1[C:3]([CH:13]([CH3:15])[CH3:14])=[CH:4][C:5]([CH3:12])=[C:6]([CH:11]=1)[C:7]([O:9][CH3:10])=[O:8].[CH3:16][N:17](C=O)C. (5) Given the product [CH3:18][O:19][CH2:20][CH2:21][O:1][C:2]1[CH:9]=[CH:8][C:5]([CH:6]=[O:7])=[CH:4][CH:3]=1, predict the reactants needed to synthesize it. The reactants are: [OH:1][C:2]1[CH:9]=[CH:8][C:5]([CH:6]=[O:7])=[CH:4][CH:3]=1.[I-].[K+].CC(C)([O-])C.[K+].[CH3:18][O:19][CH2:20][CH2:21]Cl. (6) The reactants are: C(OC(=O)[NH:7][C:8]1[CH:13]=[CH:12][C:11]([C:14]#[C:15][C:16]2[CH:21]=[CH:20][C:19]([F:22])=[CH:18][CH:17]=2)=[CH:10][C:9]=1[NH2:23])(C)(C)C.C(O[C:28](=[O:43])[CH2:29][C:30](=O)[C:31]1[CH:36]=[CH:35][CH:34]=[C:33]([N:37]2[CH:41]=[N:40][N:39]=[N:38]2)[CH:32]=1)C.C(O)(C(F)(F)F)=O. Given the product [F:22][C:19]1[CH:18]=[CH:17][C:16]([C:15]#[C:14][C:11]2[CH:12]=[CH:13][C:8]3[N:7]=[C:30]([C:31]4[CH:36]=[CH:35][CH:34]=[C:33]([N:37]5[CH:41]=[N:40][N:39]=[N:38]5)[CH:32]=4)[CH2:29][C:28](=[O:43])[NH:23][C:9]=3[CH:10]=2)=[CH:21][CH:20]=1, predict the reactants needed to synthesize it.